Dataset: Forward reaction prediction with 1.9M reactions from USPTO patents (1976-2016). Task: Predict the product of the given reaction. (1) Given the reactants C(O[C:6](=[O:20])[NH:7][C:8]1[C:9]([C:13]2[CH:18]=[CH:17][CH:16]=[CH:15][C:14]=2[CH3:19])=[N:10][O:11][CH:12]=1)(C)(C)C.Cl.C(N(C(C)C)CC)(C)C.[Cl:31][C:32]1[CH:37]=[CH:36][N:35]2[N:38]=[CH:39][C:40](C(Cl)=O)=[C:34]2[N:33]=1, predict the reaction product. The product is: [C:14]1([CH3:19])[CH:15]=[CH:16][CH:17]=[CH:18][C:13]=1[C:9]1[C:8]([NH:7][C:6]([C:40]2[CH:39]=[N:38][N:35]3[CH:36]=[CH:37][C:32]([Cl:31])=[N:33][C:34]=23)=[O:20])=[CH:12][O:11][N:10]=1. (2) Given the reactants C(N(CC)CC)C.[F:8][C:9]1[C:14]([F:15])=[CH:13][CH:12]=[CH:11][C:10]=1[C@H:16]1[CH2:22][N:21]2[C:23]([CH2:26][C:27]([F:30])([F:29])[F:28])=[CH:24][N:25]=[C:20]2[C@H:19]([NH2:31])[CH2:18][CH2:17]1.Cl[C:33](OC1C=CC([N+]([O-])=O)=CC=1)=[O:34].[NH:45]1[CH2:50][CH2:49][CH:48]([C:51]2[C:52](=[O:57])[NH:53][N:54]=[CH:55][CH:56]=2)[CH2:47][CH2:46]1.C(=O)([O-])[O-].[Na+].[Na+], predict the reaction product. The product is: [F:8][C:9]1[C:14]([F:15])=[CH:13][CH:12]=[CH:11][C:10]=1[C@H:16]1[CH2:22][N:21]2[C:23]([CH2:26][C:27]([F:30])([F:28])[F:29])=[CH:24][N:25]=[C:20]2[C@H:19]([NH:31][C:33]([N:45]2[CH2:46][CH2:47][CH:48]([C:51]3[C:52](=[O:57])[NH:53][N:54]=[CH:55][CH:56]=3)[CH2:49][CH2:50]2)=[O:34])[CH2:18][CH2:17]1.